This data is from Full USPTO retrosynthesis dataset with 1.9M reactions from patents (1976-2016). The task is: Predict the reactants needed to synthesize the given product. Given the product [CH3:35][N:36]([CH3:37])[C:2]1[N:7]=[C:6]([C:8]2[NH:12][N:11]=[C:10]([C:13]3[S:14][CH:15]=[CH:16][CH:17]=3)[C:9]=2[CH2:18][CH2:19][NH:20][S:21]([C:24]2[CH:29]=[CH:28][C:27]([CH2:30][CH2:31][CH2:32][CH2:33][CH3:34])=[CH:26][CH:25]=2)(=[O:23])=[O:22])[CH:5]=[CH:4][CH:3]=1, predict the reactants needed to synthesize it. The reactants are: Br[C:2]1[N:7]=[C:6]([C:8]2[NH:12][N:11]=[C:10]([C:13]3[S:14][CH:15]=[CH:16][CH:17]=3)[C:9]=2[CH2:18][CH2:19][NH:20][S:21]([C:24]2[CH:29]=[CH:28][C:27]([CH2:30][CH2:31][CH2:32][CH2:33][CH3:34])=[CH:26][CH:25]=2)(=[O:23])=[O:22])[CH:5]=[CH:4][CH:3]=1.[CH3:35][NH:36][CH3:37].